This data is from Forward reaction prediction with 1.9M reactions from USPTO patents (1976-2016). The task is: Predict the product of the given reaction. Given the reactants C([O:3][C:4]([C:6]1[CH:11]=[CH:10][C:9]([C:12]2[CH:17]=[CH:16][CH:15]=[CH:14][N+:13]=2[O-:18])=[CH:8][CH:7]=1)=[O:5])C.N1C=CC=CC=1C1C=CC(C(O)=O)=CC=1.[OH-].[Na+], predict the reaction product. The product is: [C:4]([C:6]1[CH:11]=[CH:10][C:9]([C:12]2[CH:17]=[CH:16][CH:15]=[CH:14][N+:13]=2[O-:18])=[CH:8][CH:7]=1)([OH:5])=[O:3].